This data is from Acute oral toxicity (LD50) regression data from Zhu et al.. The task is: Regression/Classification. Given a drug SMILES string, predict its toxicity properties. Task type varies by dataset: regression for continuous values (e.g., LD50, hERG inhibition percentage) or binary classification for toxic/non-toxic outcomes (e.g., AMES mutagenicity, cardiotoxicity, hepatotoxicity). Dataset: ld50_zhu. (1) The compound is CC(=O)Oc1c([N+](=O)[O-])cc([N+](=O)[O-])cc1C(C)(C)C. The rat oral LD50 is 3.66, given as -log10 of the dose in mol/kg body weight (higher means more acutely toxic). (2) The rat oral LD50 is 2.19, given as -log10 of the dose in mol/kg body weight (higher means more acutely toxic). The compound is CCCCOC(=O)c1ccc([N+]([O-])=Cc2ccc(N(CC)CC)cc2)cc1. (3) The rat oral LD50 is 3.14, given as -log10 of the dose in mol/kg body weight (higher means more acutely toxic). The compound is CC(C)C#N.